This data is from Forward reaction prediction with 1.9M reactions from USPTO patents (1976-2016). The task is: Predict the product of the given reaction. Given the reactants [C:1]1([CH:7]2[CH2:12][NH:11][CH2:10][CH2:9][N:8]2[C:13]([O:15][CH2:16][C:17]2[CH:22]=[CH:21][CH:20]=[CH:19][CH:18]=2)=[O:14])[CH:6]=[CH:5][CH:4]=[CH:3][CH:2]=1.Br[C:24]1[CH:29]=[CH:28][CH:27]=[CH:26][CH:25]=1.CC(C)([O-])C.[Na+].C1(P(C2CCCCC2)C2C=CC=CC=2C2C=CC=CC=2N(C)C)CCCCC1, predict the reaction product. The product is: [C:1]1([CH:7]2[CH2:12][N:11]([C:24]3[CH:29]=[CH:28][CH:27]=[CH:26][CH:25]=3)[CH2:10][CH2:9][N:8]2[C:13]([O:15][CH2:16][C:17]2[CH:18]=[CH:19][CH:20]=[CH:21][CH:22]=2)=[O:14])[CH:2]=[CH:3][CH:4]=[CH:5][CH:6]=1.